From a dataset of Full USPTO retrosynthesis dataset with 1.9M reactions from patents (1976-2016). Predict the reactants needed to synthesize the given product. (1) Given the product [O:16]=[C:15]1[N:14]2[C@@H:10]([CH2:11][CH2:12][CH2:13]2)[C:9]2[N:17]=[C:18]([CH2:19][CH2:20][C:21]3[CH:26]=[CH:25][C:24]([C:27]([F:30])([F:29])[F:28])=[CH:23][CH:22]=3)[C:6]([C:4]([O:3][CH2:1][CH3:2])=[O:5])=[C:7]([C:31]3[CH:39]=[CH:38][C:34]([C:35]([NH:48][C@H:46]([C:43]4[CH:44]=[CH:45][N:40]=[CH:41][CH:42]=4)[CH3:47])=[O:37])=[CH:33][CH:32]=3)[C:8]1=2, predict the reactants needed to synthesize it. The reactants are: [CH2:1]([O:3][C:4]([C:6]1[C:18]([CH2:19][CH2:20][C:21]2[CH:26]=[CH:25][C:24]([C:27]([F:30])([F:29])[F:28])=[CH:23][CH:22]=2)=[N:17][C:9]2[C@H:10]3[N:14]([C:15](=[O:16])[C:8]=2[C:7]=1[C:31]1[CH:39]=[CH:38][C:34]([C:35]([OH:37])=O)=[CH:33][CH:32]=1)[CH2:13][CH2:12][CH2:11]3)=[O:5])[CH3:2].[N:40]1[CH:45]=[CH:44][C:43]([C@@H:46]([NH2:48])[CH3:47])=[CH:42][CH:41]=1.C1CN([P+](ON2N=NC3C=CC=CC2=3)(N2CCCC2)N2CCCC2)CC1.F[P-](F)(F)(F)(F)F.[Na+].[Cl-]. (2) Given the product [N:24]([C@H:8]([C:6]1[CH:5]=[N:4][CH:3]=[C:2]([Br:1])[CH:7]=1)[C@@:10]([C:12]1[CH:17]=[C:16]([F:18])[CH:15]=[CH:14][C:13]=1[F:19])([OH:9])[CH3:11])=[N+:25]=[N-:26], predict the reactants needed to synthesize it. The reactants are: [Br:1][C:2]1[CH:3]=[N:4][CH:5]=[C:6]([C@@H:8]2[C@@:10]([C:12]3[CH:17]=[C:16]([F:18])[CH:15]=[CH:14][C:13]=3[F:19])([CH3:11])[O:9]2)[CH:7]=1.CO.[Cl-].[NH4+].[N-:24]=[N+:25]=[N-:26].[Na+]. (3) Given the product [CH2:1]([O:8][C:9](=[O:31])[C:10]([O:14][C:15]1[CH:20]=[CH:19][CH:18]=[C:17]([CH2:21][CH2:22][N:23]([C:47](=[O:48])[C:46]2[CH:50]=[CH:51][C:52]([F:54])=[CH:53][C:45]=2[F:44])[CH2:24][CH2:25][CH2:26][CH2:27][CH2:28][CH2:29][CH3:30])[CH:16]=1)([CH3:13])[CH2:11][CH3:12])[C:2]1[CH:7]=[CH:6][CH:5]=[CH:4][CH:3]=1, predict the reactants needed to synthesize it. The reactants are: [CH2:1]([O:8][C:9](=[O:31])[C:10]([O:14][C:15]1[CH:20]=[CH:19][CH:18]=[C:17]([CH2:21][CH2:22][NH:23][CH2:24][CH2:25][CH2:26][CH2:27][CH2:28][CH2:29][CH3:30])[CH:16]=1)([CH3:13])[CH2:11][CH3:12])[C:2]1[CH:7]=[CH:6][CH:5]=[CH:4][CH:3]=1.Cl.CN(C)CCCN=C=NCC.[F:44][C:45]1[CH:53]=[C:52]([F:54])[CH:51]=[CH:50][C:46]=1[C:47](O)=[O:48]. (4) Given the product [C@@H:16]1([N:24]2[CH:32]=[CH:30][C:28]([NH2:6])=[N:27][C:25]2=[O:26])[O:23][C@H:20]([CH2:21][OH:22])[C@@H:18]([OH:19])[CH2:17]1, predict the reactants needed to synthesize it. The reactants are: C1[N:6](CCCS(O)(=O)=O)CCOC1.[OH-].[Na+].[C@@H:16]1([N:24]2[CH:32]=[C:30](C)[C:28](=O)[NH:27][C:25]2=[O:26])[O:23][C@H:20]([CH2:21][OH:22])[C@@H:18]([OH:19])[CH2:17]1.N1C=CC(N)=NC1=O. (5) Given the product [CH3:12][O:11][C:4]1[CH:3]=[C:2]([C:21]2[CH2:26][CH2:25][N:24]([C:27]([O:29][C:30]([CH3:33])([CH3:32])[CH3:31])=[O:28])[CH2:23][CH:22]=2)[CH:7]=[CH:6][C:5]=1[N+:8]([O-:10])=[O:9], predict the reactants needed to synthesize it. The reactants are: Br[C:2]1[CH:7]=[CH:6][C:5]([N+:8]([O-:10])=[O:9])=[C:4]([O:11][CH3:12])[CH:3]=1.CC1(C)C(C)(C)OB([C:21]2[CH2:26][CH2:25][N:24]([C:27]([O:29][C:30]([CH3:33])([CH3:32])[CH3:31])=[O:28])[CH2:23][CH:22]=2)O1.C(=O)([O-])[O-].[K+].[K+].B([O-])[O-].[Cl-].[Li+]. (6) Given the product [Br:16][CH2:17][CH2:18][CH2:19][CH2:20][CH2:21][CH2:22][O:4][CH2:3][C:2]([C:5]1[CH:10]=[CH:9][CH:8]=[C:7]([O:11][CH3:12])[CH:6]=1)([F:13])[F:1], predict the reactants needed to synthesize it. The reactants are: [F:1][C:2]([F:13])([C:5]1[CH:10]=[CH:9][CH:8]=[C:7]([O:11][CH3:12])[CH:6]=1)[CH2:3][OH:4].[H-].[Na+].[Br:16][CH2:17][CH2:18][CH2:19][CH2:20][CH2:21][CH2:22]Br.